Dataset: Reaction yield outcomes from USPTO patents with 853,638 reactions. Task: Predict the reaction yield, written as a fraction of the theoretical maximum amount of product (1.0 means a 100% yield; for example, 0.34 means a 34% yield). (1) The reactants are Br[CH2:2][CH2:3][CH2:4][CH2:5][CH2:6][CH2:7][CH2:8][CH2:9][CH2:10][C:11]([OH:13])=[O:12].[I-:14].[Na+]. The catalyst is CC(C)=O. The product is [I:14][CH2:2][CH2:3][CH2:4][CH2:5][CH2:6][CH2:7][CH2:8][CH2:9][CH2:10][C:11]([OH:13])=[O:12]. The yield is 0.980. (2) The reactants are [Si:1]([O:8][C:9]1([C:12]2[CH:17]=[CH:16][C:15]([CH:18]([CH3:22])[C:19]([OH:21])=O)=[CH:14][C:13]=2[F:23])[CH2:11][CH2:10]1)([C:4]([CH3:7])([CH3:6])[CH3:5])([CH3:3])[CH3:2].CCN(C(C)C)C(C)C.CCN=C=NCCCN(C)C.Cl.C1C=CC2N(O)N=NC=2C=1.[Cl:55][C:56]1[CH:57]=[C:58]([N:62]2[C:66]([CH2:67][NH2:68])=[CH:65][C:64]([C:69]([F:72])([F:71])[F:70])=[N:63]2)[CH:59]=[CH:60][CH:61]=1. The catalyst is C(Cl)Cl. The product is [Si:1]([O:8][C:9]1([C:12]2[CH:17]=[CH:16][C:15]([CH:18]([CH3:22])[C:19]([NH:68][CH2:67][C:66]3[N:62]([C:58]4[CH:59]=[CH:60][CH:61]=[C:56]([Cl:55])[CH:57]=4)[N:63]=[C:64]([C:69]([F:72])([F:71])[F:70])[CH:65]=3)=[O:21])=[CH:14][C:13]=2[F:23])[CH2:10][CH2:11]1)([C:4]([CH3:7])([CH3:5])[CH3:6])([CH3:2])[CH3:3]. The yield is 0.310. (3) The reactants are C[Al](C)C.[CH3:5][O:6][C:7]1[CH:8]=[C:9]([CH2:15][CH2:16][C:17]2[CH:18]=[C:19]([NH2:22])[NH:20][N:21]=2)[CH:10]=[C:11]([O:13][CH3:14])[CH:12]=1.[CH3:23][N:24]1[CH2:29][CH:28]=[C:27]([C:30]2[N:31]=[CH:32][C:33]([C:36](OC)=[O:37])=[N:34][CH:35]=2)[CH2:26][CH2:25]1. The catalyst is C1(C)C=CC=CC=1. The product is [CH3:14][O:13][C:11]1[CH:10]=[C:9]([CH2:15][CH2:16][C:17]2[CH:18]=[C:19]([NH:22][C:36]([C:33]3[CH:32]=[N:31][C:30]([C:27]4[CH2:28][CH2:29][N:24]([CH3:23])[CH2:25][CH:26]=4)=[CH:35][N:34]=3)=[O:37])[NH:20][N:21]=2)[CH:8]=[C:7]([O:6][CH3:5])[CH:12]=1. The yield is 0.240. (4) The reactants are [CH:1]1([C:4]2[C:5]([C:18](OC)=[O:19])=[CH:6][C:7]([F:17])=[C:8]([CH:16]=2)[C:9]([O:11][C:12]([CH3:15])([CH3:14])[CH3:13])=[O:10])[CH2:3][CH2:2]1.CO.[BH4-].[Na+]. The catalyst is O1CCCC1. The product is [CH:1]1([C:4]2[C:5]([CH2:18][OH:19])=[CH:6][C:7]([F:17])=[C:8]([CH:16]=2)[C:9]([O:11][C:12]([CH3:14])([CH3:15])[CH3:13])=[O:10])[CH2:3][CH2:2]1. The yield is 0.670. (5) The product is [S:16]1[C:20]2[CH:21]=[CH:22][CH:23]=[CH:24][C:19]=2[N:18]=[C:17]1/[C:25](=[CH:12]/[C:11]1[C:2]([Cl:1])=[N:3][C:4]2[C:9]([CH:10]=1)=[CH:8][C:7]([O:14][CH3:15])=[CH:6][CH:5]=2)/[C:26]#[N:27]. The yield is 0.780. The reactants are [Cl:1][C:2]1[C:11]([CH:12]=O)=[CH:10][C:9]2[C:4](=[CH:5][CH:6]=[C:7]([O:14][CH3:15])[CH:8]=2)[N:3]=1.[S:16]1[C:20]2[CH:21]=[CH:22][CH:23]=[CH:24][C:19]=2[N:18]=[C:17]1[CH2:25][C:26]#[N:27]. No catalyst specified. (6) The yield is 0.420. The catalyst is CCO. The reactants are [NH2:1][C:2]1[CH:3]=[C:4]2[C:9](=[CH:10][CH:11]=1)[N:8]=[CH:7][C:6]([C:12]#[N:13])=[C:5]2[NH:14][CH:15]1[CH2:21][CH2:20][CH2:19][CH2:18][CH2:17][CH2:16]1.[N:22]1[NH:23][C:24]([CH:27]=O)=[CH:25][CH:26]=1.[BH3-]C#N.[Na+]. The product is [CH:15]1([NH:14][C:5]2[C:4]3[C:9](=[CH:10][CH:11]=[C:2]([NH:1][CH2:27][C:24]4[NH:23][N:22]=[CH:26][CH:25]=4)[CH:3]=3)[N:8]=[CH:7][C:6]=2[C:12]#[N:13])[CH2:16][CH2:17][CH2:18][CH2:19][CH2:20][CH2:21]1. (7) The reactants are Cl[C:2]1[N:10]=[C:9]([I:11])[N:8]=[C:7]2[C:3]=1[N:4]=[CH:5][N:6]2[CH2:12][C:13]1[CH:18]=[CH:17][C:16]([CH2:19][OH:20])=[CH:15][CH:14]=1.[NH3:21]. The catalyst is C1COCC1. The product is [NH2:21][C:2]1[N:10]=[C:9]([I:11])[N:8]=[C:7]2[C:3]=1[N:4]=[CH:5][N:6]2[CH2:12][C:13]1[CH:18]=[CH:17][C:16]([CH2:19][OH:20])=[CH:15][CH:14]=1. The yield is 0.920.